From a dataset of Catalyst prediction with 721,799 reactions and 888 catalyst types from USPTO. Predict which catalyst facilitates the given reaction. (1) Reactant: [CH:1]1([CH2:4][CH:5]=[CH:6][CH2:7][CH2:8][CH:9]2[CH2:13][O:12]C(C)(C)[O:10]2)[CH2:3][CH2:2]1. Product: [CH:1]1([CH2:4][CH:5]=[CH:6][CH2:7][CH2:8][CH:9]([OH:10])[CH2:13][OH:12])[CH2:2][CH2:3]1. The catalyst class is: 52. (2) Reactant: [Cl:1][C:2]1[CH:7]=[CH:6][C:5]([N:8]2[CH:12]([C:13]3[CH:18]=[CH:17][CH:16]=[CH:15][CH:14]=3)[CH2:11][C:10]([C:19](O)=[O:20])=[N:9]2)=[CH:4][CH:3]=1.F[P-](F)(F)(F)(F)F.N1(OC(N(C)C)=[N+](C)C)[C:33]2[CH:34]=[CH:35][CH:36]=C[C:32]=2[N:31]=[N:30]1.NN1CCCCC1.N#N. Product: [N:31]1([NH:30][C:19]([C:10]2[CH2:11][CH:12]([C:13]3[CH:18]=[CH:17][CH:16]=[CH:15][CH:14]=3)[N:8]([C:5]3[CH:6]=[CH:7][C:2]([Cl:1])=[CH:3][CH:4]=3)[N:9]=2)=[O:20])[CH2:36][CH2:35][CH2:34][CH2:33][CH2:32]1. The catalyst class is: 10.